This data is from Reaction yield outcomes from USPTO patents with 853,638 reactions. The task is: Predict the reaction yield, written as a fraction of the theoretical maximum amount of product (1.0 means a 100% yield; for example, 0.34 means a 34% yield). The reactants are CCN(C(C)C)C(C)C.Cl[C:11]1[CH:16]=[N:15][CH:14]=[C:13]([Cl:17])[N:12]=1.Cl.[F:19][C:20]1[CH:21]=[CH:22][C:23]([C@@H:26]([NH2:28])[CH3:27])=[N:24][CH:25]=1. The catalyst is CN1CCCC1=O. The product is [Cl:17][C:13]1[N:12]=[C:11]([NH:28][C@H:26]([C:23]2[CH:22]=[CH:21][C:20]([F:19])=[CH:25][N:24]=2)[CH3:27])[CH:16]=[N:15][CH:14]=1. The yield is 0.570.